Dataset: Reaction yield outcomes from USPTO patents with 853,638 reactions. Task: Predict the reaction yield, written as a fraction of the theoretical maximum amount of product (1.0 means a 100% yield; for example, 0.34 means a 34% yield). (1) The reactants are [O:1]1[CH:5]=[CH:4][C:3]([C:6]2[CH:17]=[C:16]([C:18]([F:21])([F:20])[F:19])[C:9]3[NH:10][C:11]([C:13]([OH:15])=O)=[N:12][C:8]=3[CH:7]=2)=[CH:2]1.[S:22]1[CH:26]=[CH:25][CH:24]=[C:23]1NC.C[CH2:30][N:31](C(C)C)C(C)C.CN(C(ON1N=NC2C=CC=NC1=2)=[N+](C)C)C.F[P-](F)(F)(F)(F)F. The catalyst is CN(C=O)C.CCOC(C)=O. The product is [S:22]1[CH:26]=[CH:25][CH:24]=[C:23]1[CH2:30][NH:31][C:13]([C:11]1[NH:10][C:9]2[C:16]([C:18]([F:20])([F:19])[F:21])=[CH:17][C:6]([C:3]3[CH:4]=[CH:5][O:1][CH:2]=3)=[CH:7][C:8]=2[N:12]=1)=[O:15]. The yield is 0.500. (2) The reactants are C(OC(=O)[NH:10][C:11]1[CH:16]=[CH:15][C:14]([C:17]2[C:18]([O:33][CH2:34][C:35]([F:38])([F:37])[F:36])=[N:19][CH:20]=[C:21]([NH:23][C:24]([C:26]3[CH:27]=[N:28][CH:29]=[C:30]([I:32])[CH:31]=3)=[O:25])[CH:22]=2)=[CH:13][C:12]=1[Cl:39])C1C=CC=CC=1.FC(F)(F)C(O)=O. No catalyst specified. The product is [NH2:10][C:11]1[CH:16]=[CH:15][C:14]([C:17]2[CH:22]=[C:21]([NH:23][C:24](=[O:25])[C:26]3[CH:31]=[C:30]([I:32])[CH:29]=[N:28][CH:27]=3)[CH:20]=[N:19][C:18]=2[O:33][CH2:34][C:35]([F:36])([F:37])[F:38])=[CH:13][C:12]=1[Cl:39]. The yield is 0.840. (3) The reactants are Cl.N[C@H]1[C@H](C2C=CC=CC=2)CN(CC#N)C1.Cl.[NH2:18][C@H:19]1[C@H:23]([C:24]2[CH:29]=[CH:28][CH:27]=[CH:26][CH:25]=2)[CH2:22][N:21]([CH2:30][C:31]([NH2:33])=[O:32])[CH2:20]1.CC(N(C)C)=O.[C:40]1([N:46]2[C:50]([NH:51][C:52](=O)[O:53]C3C=CC=CC=3)=[C:49]3[CH2:61][CH2:62][CH2:63][C:48]3=[N:47]2)[CH:45]=[CH:44][CH:43]=[CH:42][CH:41]=1.CCN(C(C)C)C(C)C. No catalyst specified. The product is [C:24]1([C@H:23]2[C@H:19]([NH:18][C:52]([NH:51][C:50]3[N:46]([C:40]4[CH:41]=[CH:42][CH:43]=[CH:44][CH:45]=4)[N:47]=[C:48]4[CH2:63][CH2:62][CH2:61][C:49]=34)=[O:53])[CH2:20][N:21]([CH2:30][C:31]([NH2:33])=[O:32])[CH2:22]2)[CH:29]=[CH:28][CH:27]=[CH:26][CH:25]=1. The yield is 0.360.